Dataset: Catalyst prediction with 721,799 reactions and 888 catalyst types from USPTO. Task: Predict which catalyst facilitates the given reaction. (1) Reactant: C([O:5][C:6](=[O:37])[C:7]([CH3:36])([S:9][C:10]1[S:11][CH:12]=[C:13]([CH2:15][CH2:16][N:17]([CH3:35])[C:18]2[N:23]=[CH:22][C:21]([C:24]3[CH:29]=[CH:28][C:27]([O:30][C:31]([F:34])([F:33])[F:32])=[CH:26][CH:25]=3)=[CH:20][N:19]=2)[N:14]=1)[CH3:8])(C)(C)C.FC(F)(F)C(O)=O. The catalyst class is: 4. Product: [CH3:36][C:7]([S:9][C:10]1[S:11][CH:12]=[C:13]([CH2:15][CH2:16][N:17]([CH3:35])[C:18]2[N:23]=[CH:22][C:21]([C:24]3[CH:25]=[CH:26][C:27]([O:30][C:31]([F:32])([F:34])[F:33])=[CH:28][CH:29]=3)=[CH:20][N:19]=2)[N:14]=1)([CH3:8])[C:6]([OH:37])=[O:5]. (2) Reactant: [CH3:1][O:2][C:3]1[CH:8]=[CH:7][C:6]([S:9]([N:12]2[CH2:18][C:17]3[CH:19]=[CH:20][C:21]([C:23](OC)=[O:24])=[CH:22][C:16]=3[O:15][C@@H:14]([CH3:27])[CH2:13]2)(=[O:11])=[O:10])=[CH:5][CH:4]=1.[OH-:28].[Na+].[NH2:30]O. Product: [OH:28][NH:30][C:23]([C:21]1[CH:20]=[CH:19][C:17]2[CH2:18][N:12]([S:9]([C:6]3[CH:7]=[CH:8][C:3]([O:2][CH3:1])=[CH:4][CH:5]=3)(=[O:11])=[O:10])[CH2:13][C@H:14]([CH3:27])[O:15][C:16]=2[CH:22]=1)=[O:24]. The catalyst class is: 36. (3) Reactant: [S:1]1[C:5]2[CH:6]=[CH:7][CH:8]=[CH:9][C:4]=2[N:3]=[C:2]1[C:10]1[C:11]([NH2:17])=[N:12][CH:13]=[C:14](Br)[CH:15]=1.C([N:25]1[C:33]2[C:28](=[CH:29][CH:30]=[CH:31][CH:32]=2)[CH:27]=[C:26]1B(O)O)(OC(C)(C)C)=O.C(=O)([O-])[O-].[K+].[K+]. Product: [S:1]1[C:5]2[CH:6]=[CH:7][CH:8]=[CH:9][C:4]=2[N:3]=[C:2]1[C:10]1[C:11]([NH2:17])=[N:12][CH:13]=[C:14]([C:26]2[NH:25][C:33]3[C:28]([CH:27]=2)=[CH:29][CH:30]=[CH:31][CH:32]=3)[CH:15]=1. The catalyst class is: 117. (4) Reactant: [N:1]1([C:5]2[C:6]([C:19]3[CH:24]=[CH:23][C:22]([F:25])=[CH:21][CH:20]=3)=[N:7][C:8]3[C:13]([N:14]=2)=[CH:12][C:11]([C:15]([O:17]C)=[O:16])=[CH:10][CH:9]=3)[CH2:4][CH2:3][CH2:2]1.[OH-].[Na+].Cl. Product: [N:1]1([C:5]2[C:6]([C:19]3[CH:24]=[CH:23][C:22]([F:25])=[CH:21][CH:20]=3)=[N:7][C:8]3[C:13]([N:14]=2)=[CH:12][C:11]([C:15]([OH:17])=[O:16])=[CH:10][CH:9]=3)[CH2:2][CH2:3][CH2:4]1. The catalyst class is: 24. (5) Reactant: [CH3:1][CH2:2][CH2:3][CH2:4][CH2:5][CH2:6]CN1C(C)=CS/C/1=C/C1SC=C(C)[N+]=1[CH2:1][CH2:2][CH2:3][CH2:4][CH2:5][CH2:6]C.[I-].[OH-].[Na+].C(N([CH2:47][C:48]([O-:50])=O)CC([O-])=O)CN(CC([O-])=O)CC([O-])=O.[Na+].[Na+].[Na+].[Na+].C=CC1C=CC=CC=1.C(O)(=[O:66])C=C.CC(C(C(C(S)(C)C)(C)C)(C)C)C.C=CC=C.S(OOS([O-])(=O)=O)([O-])(=O)=O.[NH4+].[NH4+].[NH4+].[OH-]. Product: [CH3:1]/[CH:2]=[CH:3]/[CH:4]1[CH2:47][C@H:48]([OH:50])[C@H:6]([OH:66])[CH2:5]1. The catalyst class is: 6. (6) Reactant: C(Cl)(=O)C(Cl)=O.CS(C)=O.[OH:11][CH:12]1[CH2:15][N:14]([C:16]([O:18][C:19]([CH3:22])([CH3:21])[CH3:20])=[O:17])[CH2:13]1.C(N(CC)CC)C. Product: [O:11]=[C:12]1[CH2:15][N:14]([C:16]([O:18][C:19]([CH3:22])([CH3:21])[CH3:20])=[O:17])[CH2:13]1. The catalyst class is: 46.